This data is from Catalyst prediction with 721,799 reactions and 888 catalyst types from USPTO. The task is: Predict which catalyst facilitates the given reaction. Reactant: [NH2:1][C:2]1[N:3]=[C:4](S(C)(=O)=O)[S:5][C:6]=1[C:7]#[N:8].[C:13]([NH:20][CH2:21][CH2:22][NH2:23])([O:15][C:16]([CH3:19])([CH3:18])[CH3:17])=[O:14].CCN(C(C)C)C(C)C.O. Product: [C:16]([O:15][C:13](=[O:14])[NH:20][CH2:21][CH2:22][NH:23][C:4]1[S:5][C:6]([C:7]#[N:8])=[C:2]([NH2:1])[N:3]=1)([CH3:19])([CH3:17])[CH3:18]. The catalyst class is: 148.